From a dataset of Reaction yield outcomes from USPTO patents with 853,638 reactions. Predict the reaction yield, written as a fraction of the theoretical maximum amount of product (1.0 means a 100% yield; for example, 0.34 means a 34% yield). (1) The reactants are [C:12]([O:11][C:9](O[C:9]([O:11][C:12]([CH3:15])([CH3:14])[CH3:13])=[O:10])=[O:10])([CH3:15])([CH3:14])[CH3:13].Br.[Br:17][CH2:18][CH2:19][NH2:20].CN1CCOCC1. The catalyst is C(OCC)(=O)C. The product is [CH3:15][C:12]([CH3:13])([O:11][C:9]([NH:20][CH2:19][CH2:18][Br:17])=[O:10])[CH3:14]. The yield is 0.880. (2) The reactants are [Cl:1][C:2]1[CH:30]=[CH:29][C:5]2[N:6]([C:16]([C:18]3[CH:19]=[CH:20][C:21]4[O:26][CH2:25][C:24](=[O:27])[NH:23][C:22]=4[CH:28]=3)=[O:17])[C@H:7]([CH2:10][C:11]([O:13]CC)=O)[CH2:8][O:9][C:4]=2[CH:3]=1.[NH3:31]. No catalyst specified. The product is [Cl:1][C:2]1[CH:30]=[CH:29][C:5]2[N:6]([C:16]([C:18]3[CH:19]=[CH:20][C:21]4[O:26][CH2:25][C:24](=[O:27])[NH:23][C:22]=4[CH:28]=3)=[O:17])[C@H:7]([CH2:10][C:11]([NH2:31])=[O:13])[CH2:8][O:9][C:4]=2[CH:3]=1. The yield is 0.274. (3) The reactants are [CH3:1][C:2]1[CH:3]=[C:4]([OH:15])[CH:5]=[C:6]([CH3:14])[C:7]=1[CH2:8][N:9]1[CH2:13][CH2:12][CH2:11][CH2:10]1.CC(C)([O-])C.[K+].CS(O[C@H:27]1[CH2:30][C@@H:29]([CH2:31][N:32]2[CH2:37][CH2:36][O:35][CH2:34][CH2:33]2)[CH2:28]1)(=O)=O. The catalyst is CS(C)=O.[Br-].C([N+](CCCC)(CCCC)CCCC)CCC.CCOCC. The product is [CH3:14][C:6]1[CH:5]=[C:4]([CH:3]=[C:2]([CH3:1])[C:7]=1[CH2:8][N:9]1[CH2:13][CH2:12][CH2:11][CH2:10]1)[O:15][C@H:27]1[CH2:28][C@H:29]([CH2:31][N:32]2[CH2:33][CH2:34][O:35][CH2:36][CH2:37]2)[CH2:30]1. The yield is 0.660. (4) The reactants are [CH:1]([N:4]1[CH2:9][CH2:8][N:7]([C:10]2[CH:17]=[CH:16][C:15]([N+:18]([O-])=O)=[CH:14][C:11]=2[C:12]#[N:13])[CH2:6][CH2:5]1)([CH3:3])[CH3:2].CCO.CC1C=C2N=C3C(=NC(NC3=O)=O)N(C[C@H](O)[C@H](O)[C@H](O)CO)C2=CC=1C. The catalyst is O.[Pd]. The product is [NH2:18][C:15]1[CH:16]=[CH:17][C:10]([N:7]2[CH2:8][CH2:9][N:4]([CH:1]([CH3:3])[CH3:2])[CH2:5][CH2:6]2)=[C:11]([CH:14]=1)[C:12]#[N:13]. The yield is 0.950. (5) The reactants are [N+:1]([C:4]1[CH:5]=[CH:6][CH:7]=[C:8]2[C:13]=1[N:12]=[CH:11][CH:10]=[CH:9]2)([O-:3])=[O:2].[I-].C[N+:16](C)(C)N.CC(C)([O-])C.[K+].[Cl-].[NH4+]. The catalyst is CS(C)=O. The product is [N+:1]([C:4]1[C:5]([NH2:16])=[CH:6][CH:7]=[C:8]2[C:13]=1[N:12]=[CH:11][CH:10]=[CH:9]2)([O-:3])=[O:2]. The yield is 0.180. (6) The yield is 0.280. The catalyst is C(O)C.[Pt]=O. The product is [CH2:1]([O:3][C:4](=[O:20])[CH2:5][O:6][C:7]1[CH:12]=[CH:11][C:10]([CH2:13][C:14]([NH2:16])([CH3:15])[CH3:19])=[CH:9][CH:8]=1)[CH3:2]. The reactants are [CH2:1]([O:3][C:4](=[O:20])[CH2:5][O:6][C:7]1[CH:12]=[CH:11][C:10]([CH2:13][C:14]([CH3:19])([N+:16]([O-])=O)[CH3:15])=[CH:9][CH:8]=1)[CH3:2].[H][H].